Dataset: Catalyst prediction with 721,799 reactions and 888 catalyst types from USPTO. Task: Predict which catalyst facilitates the given reaction. (1) Reactant: Cl[C:2]1[CH:3]=[C:4]2[C:9](=[CH:10][CH:11]=1)[N:8]=[C:7]([CH3:12])[C:6]([CH3:13])=[C:5]2[N:14]1[C:27]2[C:22](=[CH:23][CH:24]=[C:25]([N:28]3[CH2:33][CH2:32][O:31][CH2:30][CH2:29]3)[CH:26]=2)[C:16]2([CH2:21][CH2:20][O:19][CH2:18][CH2:17]2)[CH2:15]1.C(N(CC)CC)C. Product: [CH3:12][C:7]1[C:6]([CH3:13])=[C:5]([N:14]2[C:27]3[C:22](=[CH:23][CH:24]=[C:25]([N:28]4[CH2:29][CH2:30][O:31][CH2:32][CH2:33]4)[CH:26]=3)[C:16]3([CH2:17][CH2:18][O:19][CH2:20][CH2:21]3)[CH2:15]2)[C:4]2[C:9](=[CH:10][CH:11]=[CH:2][CH:3]=2)[N:8]=1. The catalyst class is: 515. (2) Reactant: Cl[C:2]1[N:7]=[CH:6][C:5]([C:8]2[CH:13]=[CH:12][C:11]([O:14][CH:15]([F:17])[F:16])=[CH:10][CH:9]=2)=[CH:4][N:3]=1.[NH2:18][C:19]1[CH:20]=[CH:21][C:22]([CH3:28])=[C:23]([CH2:25][CH2:26][OH:27])[CH:24]=1.CC1C=CC(S(O)(=O)=O)=CC=1.O. Product: [F:16][CH:15]([F:17])[O:14][C:11]1[CH:12]=[CH:13][C:8]([C:5]2[CH:4]=[N:3][C:2]([NH:18][C:19]3[CH:20]=[CH:21][C:22]([CH3:28])=[C:23]([CH2:25][CH2:26][OH:27])[CH:24]=3)=[N:7][CH:6]=2)=[CH:9][CH:10]=1. The catalyst class is: 12. (3) Reactant: [CH3:1][O:2][C:3]1[CH:43]=[CH:42][C:6]([CH2:7][N:8]([CH2:33][C:34]2[CH:39]=[CH:38][C:37]([O:40][CH3:41])=[CH:36][CH:35]=2)[C:9]2[N:14]=[C:13]([CH3:15])[N:12]=[C:11]([C:16]3[C:17]([NH:24][C:25]4[CH:26]=[N:27][C:28]([O:31][CH3:32])=[CH:29][CH:30]=4)=[N:18][CH:19]=[C:20]([CH:23]=3)[CH:21]=O)[N:10]=2)=[CH:5][CH:4]=1.[NH:44]1[CH2:48][CH2:47][C@@H:46]([CH2:49][OH:50])[CH2:45]1.CO.C(O[BH-](OC(=O)C)OC(=O)C)(=O)C.[Na+]. Product: [CH3:1][O:2][C:3]1[CH:43]=[CH:42][C:6]([CH2:7][N:8]([CH2:33][C:34]2[CH:39]=[CH:38][C:37]([O:40][CH3:41])=[CH:36][CH:35]=2)[C:9]2[N:14]=[C:13]([CH3:15])[N:12]=[C:11]([C:16]3[CH:23]=[C:20]([CH2:21][N:44]4[CH2:48][CH2:47][C@@H:46]([CH2:49][OH:50])[CH2:45]4)[CH:19]=[N:18][C:17]=3[NH:24][C:25]3[CH:26]=[N:27][C:28]([O:31][CH3:32])=[CH:29][CH:30]=3)[N:10]=2)=[CH:5][CH:4]=1. The catalyst class is: 2. (4) Reactant: [Cl:1][C:2]1[C:10]([OH:11])=[CH:9][C:8]([C:12]2[N:13]([C:31]([O:33][C:34]([CH3:37])([CH3:36])[CH3:35])=[O:32])[C:14]3[C:19]([CH:20]=2)=[CH:18][C:17]([CH2:21][N:22]2[CH2:27][CH2:26][N:25]([CH2:28][CH2:29][OH:30])[CH2:24][CH2:23]2)=[CH:16][CH:15]=3)=[C:7]2[C:3]=1[CH2:4][NH:5][C:6]2=[O:38].C(N(CC)CC)C.[CH3:46][S:47](Cl)(=[O:49])=[O:48]. Product: [Cl:1][C:2]1[C:10]([O:11][S:47]([CH3:46])(=[O:49])=[O:48])=[CH:9][C:8]([C:12]2[N:13]([C:31]([O:33][C:34]([CH3:35])([CH3:37])[CH3:36])=[O:32])[C:14]3[C:19]([CH:20]=2)=[CH:18][C:17]([CH2:21][N:22]2[CH2:23][CH2:24][N:25]([CH2:28][CH2:29][OH:30])[CH2:26][CH2:27]2)=[CH:16][CH:15]=3)=[C:7]2[C:3]=1[CH2:4][NH:5][C:6]2=[O:38]. The catalyst class is: 4. (5) Reactant: [CH3:1][N:2]([CH3:35])[C:3]1([C:29]2[CH:34]=[CH:33][CH:32]=[CH:31][CH:30]=2)[CH2:8][CH2:7][CH:6]([CH2:9][NH:10][C:11]([N:13]2[CH2:18][CH2:17][CH2:16][CH:15]([C:19]3[C:27]4[C:22](=[CH:23][CH:24]=[C:25]([F:28])[CH:26]=4)[NH:21][CH:20]=3)[CH2:14]2)=[O:12])[CH2:5][CH2:4]1.C(O)C.[C:39]([OH:51])(=[O:50])[CH2:40][C:41]([CH2:46][C:47]([OH:49])=[O:48])([C:43]([OH:45])=[O:44])[OH:42]. The catalyst class is: 27. Product: [C:39]([OH:51])(=[O:50])[CH2:40][C:41]([CH2:46][C:47]([OH:49])=[O:48])([C:43]([OH:45])=[O:44])[OH:42].[CH3:1][N:2]([CH3:35])[C:3]1([C:29]2[CH:34]=[CH:33][CH:32]=[CH:31][CH:30]=2)[CH2:8][CH2:7][CH:6]([CH2:9][NH:10][C:11]([N:13]2[CH2:18][CH2:17][CH2:16][CH:15]([C:19]3[C:27]4[C:22](=[CH:23][CH:24]=[C:25]([F:28])[CH:26]=4)[NH:21][CH:20]=3)[CH2:14]2)=[O:12])[CH2:5][CH2:4]1. (6) Reactant: [C:1](Cl)(=[O:19])[CH2:2][CH2:3][CH2:4][CH2:5][CH2:6][CH2:7][CH2:8][CH2:9][CH2:10][CH2:11][CH2:12][CH2:13][CH2:14][CH2:15][CH2:16][CH2:17][CH3:18].[CH3:21][C:22]([O:25][C:26](=[O:72])[C@H:27]([CH2:67][CH2:68][CH2:69][CH2:70][NH2:71])[N:28]([CH2:48][CH2:49][N:50]([CH2:59][C:60]([O:62][C:63]([CH3:66])([CH3:65])[CH3:64])=[O:61])[CH2:51][C:52](=[O:58])[O:53][C:54]([CH3:57])([CH3:56])[CH3:55])[CH2:29][CH2:30][N:31]([CH2:40][C:41](=[O:47])[O:42][C:43]([CH3:46])([CH3:45])[CH3:44])[CH2:32][C:33](=[O:39])[O:34][C:35]([CH3:38])([CH3:37])[CH3:36])([CH3:24])[CH3:23]. Product: [CH3:24][C:22]([O:25][C:26](=[O:72])[C@H:27]([CH2:67][CH2:68][CH2:69][CH2:70][NH:71][C:1](=[O:19])[CH2:2][CH2:3][CH2:4][CH2:5][CH2:6][CH2:7][CH2:8][CH2:9][CH2:10][CH2:11][CH2:12][CH2:13][CH2:14][CH2:15][CH2:16][CH2:17][CH3:18])[N:28]([CH2:29][CH2:30][N:31]([CH2:40][C:41]([O:42][C:43]([CH3:46])([CH3:45])[CH3:44])=[O:47])[CH2:32][C:33](=[O:39])[O:34][C:35]([CH3:36])([CH3:37])[CH3:38])[CH2:48][CH2:49][N:50]([CH2:51][C:52](=[O:58])[O:53][C:54]([CH3:55])([CH3:56])[CH3:57])[CH2:59][C:60](=[O:61])[O:62][C:63]([CH3:64])([CH3:65])[CH3:66])([CH3:21])[CH3:23]. The catalyst class is: 22. (7) Reactant: [CH2:1]([C:5]1[N:6]=[C:7]([C:12]2[CH:17]=[CH:16][C:15]([C:18]([F:21])([F:20])[F:19])=[CH:14][CH:13]=2)[S:8][C:9]=1[CH2:10][OH:11])[CH2:2][CH2:3][CH3:4].C(=O)([O-])[O-].[Cs+].[Cs+].[CH3:28][O:29][C:30](=[O:40])[C:31]1[CH:36]=[CH:35][C:34]([CH2:37]Br)=[CH:33][C:32]=1[F:39].[K]. Product: [CH3:28][O:29][C:30](=[O:40])[C:31]1[CH:36]=[CH:35][C:34]([CH2:37][O:11][CH2:10][C:9]2[S:8][C:7]([C:12]3[CH:17]=[CH:16][C:15]([C:18]([F:20])([F:21])[F:19])=[CH:14][CH:13]=3)=[N:6][C:5]=2[CH2:1][CH2:2][CH2:3][CH3:4])=[CH:33][C:32]=1[F:39]. The catalyst class is: 3.